The task is: Predict the product of the given reaction.. This data is from Forward reaction prediction with 1.9M reactions from USPTO patents (1976-2016). (1) Given the reactants [Br:1][C:2]1[CH:7]=[CH:6][C:5]([C:8](=O)[CH2:9][CH2:10][C:11]([C:13]2[CH:18]=[CH:17][C:16]([Br:19])=[CH:15][CH:14]=2)=O)=[CH:4][CH:3]=1.[F:21][C:22]([F:34])([F:33])[S:23]([C:26]1[CH:32]=[CH:31][C:29]([NH2:30])=[CH:28][CH:27]=1)(=[O:25])=[O:24], predict the reaction product. The product is: [Br:1][C:2]1[CH:7]=[CH:6][C:5]([C:8]2[N:30]([C:29]3[CH:31]=[CH:32][C:26]([S:23]([C:22]([F:34])([F:21])[F:33])(=[O:25])=[O:24])=[CH:27][CH:28]=3)[C:11]([C:13]3[CH:18]=[CH:17][C:16]([Br:19])=[CH:15][CH:14]=3)=[CH:10][CH:9]=2)=[CH:4][CH:3]=1. (2) Given the reactants [CH3:1][C:2]1[O:6][C:5]([C:7]2[CH:12]=[CH:11][CH:10]=[CH:9][CH:8]=2)=[N:4][C:3]=1[CH2:13][O:14][C:15]1[CH:16]=[C:17]([CH:30]=[CH:31][CH:32]=1)[CH2:18][S:19][C:20]1[CH:21]=[C:22]([CH:27]=[CH:28][CH:29]=1)[C:23](OC)=[O:24].O1CCCC1.[H-].[Al+3].[Li+].[H-].[H-].[H-].Cl, predict the reaction product. The product is: [CH3:1][C:2]1[O:6][C:5]([C:7]2[CH:8]=[CH:9][CH:10]=[CH:11][CH:12]=2)=[N:4][C:3]=1[CH2:13][O:14][C:15]1[CH:16]=[C:17]([CH:30]=[CH:31][CH:32]=1)[CH2:18][S:19][C:20]1[CH:21]=[C:22]([CH:27]=[CH:28][CH:29]=1)[CH:23]=[O:24]. (3) The product is: [Br:19][C:20]1[CH:21]=[C:22]([CH:26]=[C:27]([Br:31])[C:28]=1[O:29][CH3:30])[C:23]([N:1]1[CH2:6][CH2:5][O:4][C:3]2[N:7]=[CH:8][C:9]([C:11]3[CH:18]=[CH:17][C:14]([C:15]#[N:16])=[CH:13][CH:12]=3)=[CH:10][C:2]1=2)=[O:24]. Given the reactants [NH:1]1[CH2:6][CH2:5][O:4][C:3]2[N:7]=[CH:8][C:9]([C:11]3[CH:18]=[CH:17][C:14]([C:15]#[N:16])=[CH:13][CH:12]=3)=[CH:10][C:2]1=2.[Br:19][C:20]1[CH:21]=[C:22]([CH:26]=[C:27]([Br:31])[C:28]=1[O:29][CH3:30])[C:23](Cl)=[O:24].C(N(CC)CC)C, predict the reaction product. (4) Given the reactants Br[CH2:2][C:3]([O:5][C:6]([CH3:9])([CH3:8])[CH3:7])=[O:4].[F:10][C:11]([F:23])([F:22])[C:12]1[C:16]([C:17]([O:19][CH2:20][CH3:21])=[O:18])=[CH:15][NH:14][N:13]=1.C(=O)(O)[O-].[Na+], predict the reaction product. The product is: [C:6]([O:5][C:3](=[O:4])[CH2:2][N:14]1[CH:15]=[C:16]([C:17]([O:19][CH2:20][CH3:21])=[O:18])[C:12]([C:11]([F:10])([F:22])[F:23])=[N:13]1)([CH3:9])([CH3:8])[CH3:7]. (5) Given the reactants [CH:1]1[CH:2]=[CH:3][C:4]([CH:7]([N:15]2[CH2:20][CH2:19][N:18]([CH2:21][CH2:22][O:23][CH2:24][C:25]([OH:27])=[O:26])[CH2:17][CH2:16]2)[C:8]2[CH:9]=[CH:10][C:11]([Cl:14])=[CH:12][CH:13]=2)=[CH:5][CH:6]=1.Cl.Cl.C(O)[C@@H]1O[C@H](O[C@]2(CCl)O[C@H](CCl)[C@@H](O)[C@@H]2O)[C@@H](O)[C@@H](O)[C@H]1Cl, predict the reaction product. The product is: [CH:1]1[CH:2]=[CH:3][C:4]([CH:7]([N:15]2[CH2:20][CH2:19][N:18]([CH2:21][CH2:22][O:23][CH2:24][C:25]([OH:27])=[O:26])[CH2:17][CH2:16]2)[C:8]2[CH:9]=[CH:10][C:11]([Cl:14])=[CH:12][CH:13]=2)=[CH:5][CH:6]=1. (6) Given the reactants [N:1]([CH2:4][CH:5]1[CH2:10][CH2:9][CH2:8][N:7]([C:11]([O:13][C:14]([CH3:17])([CH3:16])[CH3:15])=[O:12])[CH2:6]1)=[N+]=[N-], predict the reaction product. The product is: [NH2:1][CH2:4][CH:5]1[CH2:10][CH2:9][CH2:8][N:7]([C:11]([O:13][C:14]([CH3:17])([CH3:16])[CH3:15])=[O:12])[CH2:6]1. (7) Given the reactants [CH2:1]([N:3]([CH:6]([CH2:12][C:13]1[CH:18]=[CH:17][C:16]([O:19][CH2:20][CH2:21][NH:22][C:23](=[O:36])[C:24]2[CH:29]=[CH:28][C:27]([C:30]3[CH:35]=[CH:34][CH:33]=[CH:32][CH:31]=3)=[CH:26][CH:25]=2)=[CH:15][CH:14]=1)[C:7]([O:9]CC)=[O:8])[CH2:4][CH3:5])[CH3:2].[OH-].[Na+], predict the reaction product. The product is: [C:27]1([C:30]2[CH:31]=[CH:32][CH:33]=[CH:34][CH:35]=2)[CH:26]=[CH:25][C:24]([C:23]([NH:22][CH2:21][CH2:20][O:19][C:16]2[CH:17]=[CH:18][C:13]([CH2:12][CH:6]([N:3]([CH2:4][CH3:5])[CH2:1][CH3:2])[C:7]([OH:9])=[O:8])=[CH:14][CH:15]=2)=[O:36])=[CH:29][CH:28]=1. (8) Given the reactants [OH:1][C:2]1[CH:11]=[C:10]2[C:5]([CH:6]=[CH:7][N:8]([C:13]3[CH:14]=[C:15]([CH:19]=[CH:20][C:21]=3[CH3:22])[C:16]([OH:18])=[O:17])[C:9]2=[O:12])=[CH:4][CH:3]=1.Cl.[CH3:24][N:25]([CH3:29])[CH2:26][CH2:27]Cl.C(=O)([O-])[O-].[K+].[K+].[I-].[Na+].[OH-].[Na+], predict the reaction product. The product is: [CH3:24][N:25]([CH3:29])[CH2:26][CH2:27][O:1][C:2]1[CH:11]=[C:10]2[C:5]([CH:6]=[CH:7][N:8]([C:13]3[CH:14]=[C:15]([CH:19]=[CH:20][C:21]=3[CH3:22])[C:16]([OH:18])=[O:17])[C:9]2=[O:12])=[CH:4][CH:3]=1. (9) The product is: [CH3:25][N:26]([CH2:14][C:11]1[CH:12]=[CH:13][C:8]([NH:7][C:5](=[O:6])[C:4]2[CH:20]=[CH:21][C:22]([CH3:23])=[C:2]([C:2]3[CH:3]=[C:4]4[C:34](=[CH:21][CH:22]=3)[CH:33]=[N:30][N:7]=[CH:5]4)[CH:3]=2)=[CH:9][C:10]=1[C:16]([F:19])([F:18])[F:17])[CH3:27]. Given the reactants Br[C:2]1[CH:3]=[C:4]([CH:20]=[CH:21][C:22]=1[CH3:23])[C:5]([NH:7][C:8]1[CH:13]=[CH:12][C:11]([CH:14]=O)=[C:10]([C:16]([F:19])([F:18])[F:17])[CH:9]=1)=[O:6].Cl.[CH3:25][NH:26][CH3:27].C([N:30]([CH2:33][CH3:34])CC)C, predict the reaction product. (10) Given the reactants Cl[C:2]1[N:7]=[C:6]2[S:8][C:9]([NH:11][C:12]3[CH:17]=[C:16]([CH2:18][C:19]4[CH:24]=[CH:23][CH:22]=[CH:21][CH:20]=4)[N:15]=[C:14]([NH:25][C@H:26]4[CH2:31][CH2:30][C@H:29]([OH:32])[CH2:28][CH2:27]4)[N:13]=3)=[N:10][C:5]2=[CH:4][CH:3]=1.[NH:33]([CH2:37]CO)[CH2:34]CO, predict the reaction product. The product is: [CH3:34][N:33]([CH3:37])[C:2]1[N:7]=[C:6]2[S:8][C:9]([NH:11][C:12]3[CH:17]=[C:16]([CH2:18][C:19]4[CH:24]=[CH:23][CH:22]=[CH:21][CH:20]=4)[N:15]=[C:14]([NH:25][C@H:26]4[CH2:31][CH2:30][C@H:29]([OH:32])[CH2:28][CH2:27]4)[N:13]=3)=[N:10][C:5]2=[CH:4][CH:3]=1.